This data is from Full USPTO retrosynthesis dataset with 1.9M reactions from patents (1976-2016). The task is: Predict the reactants needed to synthesize the given product. (1) Given the product [F:1][C:2]([F:7])([F:6])[C:3]([OH:5])=[O:4].[CH:3]1([O:8][C:9]2[C:17]3[N:16]=[C:15]([CH2:18][O:19][C:20]4[CH:21]=[CH:22][C:23]([Cl:26])=[CH:24][CH:25]=4)[N:14]([CH2:27][CH2:28][CH2:29][CH:30]4[CH2:31][CH2:32][N:33]([C:36]([O:38][C:39]([CH3:42])([CH3:41])[CH3:40])=[O:37])[CH2:34][CH2:35]4)[C:13]=3[CH:12]=[CH:11][CH:10]=2)[CH2:2][CH2:47][CH2:45][CH2:46]1, predict the reactants needed to synthesize it. The reactants are: [F:1][C:2]([F:7])([F:6])[C:3]([OH:5])=[O:4].[OH:8][C:9]1[C:17]2[N:16]=[C:15]([CH2:18][O:19][C:20]3[CH:25]=[CH:24][C:23]([Cl:26])=[CH:22][CH:21]=3)[N:14]([CH2:27][CH2:28][CH2:29][CH:30]3[CH2:35][CH2:34][N:33]([C:36]([O:38][C:39]([CH3:42])([CH3:41])[CH3:40])=[O:37])[CH2:32][CH2:31]3)[C:13]=2[CH:12]=[CH:11][CH:10]=1.[H-].[Na+].[CH:45]1(Br)[CH2:47][CH2:46]1. (2) Given the product [ClH:1].[N:2]12[CH2:11][CH:6]3[CH2:7][CH:8]([CH2:10][CH:4]([C@H:5]3[NH:12][C:22]([C:18]3[CH:17]=[C:16]4[C:21](=[CH:20][CH:19]=3)[NH:13][CH:14]=[CH:15]4)=[O:23])[CH2:3]1)[CH2:9]2, predict the reactants needed to synthesize it. The reactants are: [ClH:1].[N:2]12[CH2:11][CH:6]3[CH2:7][CH:8]([CH2:10][CH:4]([C@H:5]3[NH2:12])[CH2:3]1)[CH2:9]2.[NH:13]1[C:21]2[C:16](=[CH:17][C:18]([C:22](O)=[O:23])=[CH:19][CH:20]=2)[CH:15]=[CH:14]1.N. (3) Given the product [C:5]([O:9][C:10](=[O:43])[N:11]([CH2:32][C:33]1[CH:42]=[CH:41][C:36]2[O:37][CH2:38][CH2:39][O:40][C:35]=2[CH:34]=1)[CH:12]1[CH2:13][CH2:14][N:15]([CH2:18][CH2:19][N:20]2[C:29]3[C:24](=[C:25]([NH:30][C:44]([CH3:45])=[O:46])[CH:26]=[CH:27][CH:28]=3)[CH:23]=[CH:22][C:21]2=[O:31])[CH2:16][CH2:17]1)([CH3:8])([CH3:6])[CH3:7], predict the reactants needed to synthesize it. The reactants are: C(Cl)(Cl)Cl.[C:5]([O:9][C:10](=[O:43])[N:11]([CH2:32][C:33]1[CH:42]=[CH:41][C:36]2[O:37][CH2:38][CH2:39][O:40][C:35]=2[CH:34]=1)[CH:12]1[CH2:17][CH2:16][N:15]([CH2:18][CH2:19][N:20]2[C:29]3[C:24](=[C:25]([NH2:30])[CH:26]=[CH:27][CH:28]=3)[CH:23]=[CH:22][C:21]2=[O:31])[CH2:14][CH2:13]1)([CH3:8])([CH3:7])[CH3:6].[C:44](Cl)(=[O:46])[CH3:45].C(=O)([O-])O.[Na+]. (4) Given the product [CH3:24][C@@H:23]([O:14][C:13](=[O:15])[C:12]1[CH:11]=[CH:10][C:9]([O:8][CH2:1][C:2]2[CH:3]=[CH:4][CH:5]=[CH:6][CH:7]=2)=[CH:17][CH:16]=1)[CH2:22][CH2:21][CH2:20][CH:19]=[CH2:18], predict the reactants needed to synthesize it. The reactants are: [CH2:1]([O:8][C:9]1[CH:17]=[CH:16][C:12]([C:13]([OH:15])=[O:14])=[CH:11][CH:10]=1)[C:2]1[CH:7]=[CH:6][CH:5]=[CH:4][CH:3]=1.[CH3:18][C@@H:19](O)[CH2:20][CH2:21][CH2:22][CH:23]=[CH2:24].CN(C1C=CC=CN=1)C. (5) Given the product [C:36]([C:35]1[CH:38]=[C:31]([C:29]2[CH:28]=[CH:27][N:26]=[C:25]([NH:1][C:2]3[CH:21]=[CH:20][C:5]([O:6][CH2:7][CH2:8][O:9][CH2:10][CH2:11][NH:12][C:13](=[O:19])[O:14][C:15]([CH3:16])([CH3:17])[CH3:18])=[C:4]([O:22][CH3:23])[CH:3]=3)[N:30]=2)[CH:32]=[CH:33][C:34]=1[O:39][CH:40]1[CH2:45][CH2:44][O:43][CH2:42][CH2:41]1)#[N:37], predict the reactants needed to synthesize it. The reactants are: [NH2:1][C:2]1[CH:21]=[CH:20][C:5]([O:6][CH2:7][CH2:8][O:9][CH2:10][CH2:11][NH:12][C:13](=[O:19])[O:14][C:15]([CH3:18])([CH3:17])[CH3:16])=[C:4]([O:22][CH3:23])[CH:3]=1.Cl[C:25]1[N:30]=[C:29]([C:31]2[CH:32]=[CH:33][C:34]([O:39][CH:40]3[CH2:45][CH2:44][O:43][CH2:42][CH2:41]3)=[C:35]([CH:38]=2)[C:36]#[N:37])[CH:28]=[CH:27][N:26]=1. (6) Given the product [O:7]=[C:6]([N:53]1[CH2:54][CH2:55][N:50]([C:44]2[CH:49]=[CH:48][CH:47]=[CH:46][CH:45]=2)[CH2:51][CH2:52]1)/[CH:8]=[CH:9]/[C:10]1[N:15]=[C:14](/[CH:16]=[CH:17]/[C:18]([O:20][CH2:21][CH3:22])=[O:19])[CH:13]=[CH:12][CH:11]=1, predict the reactants needed to synthesize it. The reactants are: C(O[C:6](/[CH:8]=[CH:9]/[C:10]1[N:15]=[C:14](/[CH:16]=[CH:17]/[C:18]([O:20][CH2:21][CH3:22])=[O:19])[CH:13]=[CH:12][CH:11]=1)=[O:7])(C)(C)C.C(O)(C(F)(F)F)=O.C(Cl)CCl.C1C=CC2N(O)N=NC=2C=1.[C:44]1([N:50]2[CH2:55][CH2:54][NH:53][CH2:52][CH2:51]2)[CH:49]=[CH:48][CH:47]=[CH:46][CH:45]=1. (7) Given the product [CH2:26]([N:10]1[C:9]([C:6]2[CH:7]=[CH:8][C:3]([O:2][CH3:1])=[CH:4][CH:5]=2)=[C:17]2[C:12]([C:13]([CH3:18])=[CH:14][CH:15]=[CH:16]2)=[N:11]1)[CH:25]=[CH2:24], predict the reactants needed to synthesize it. The reactants are: [CH3:1][O:2][C:3]1[CH:8]=[CH:7][C:6]([C:9]2[C:17]3[C:12](=[C:13]([C:18](F)(F)F)[CH:14]=[CH:15][CH:16]=3)[NH:11][N:10]=2)=[CH:5][CH:4]=1.[H-].[Na+].[CH2:24](Br)[CH:25]=[CH2:26].